This data is from Full USPTO retrosynthesis dataset with 1.9M reactions from patents (1976-2016). The task is: Predict the reactants needed to synthesize the given product. Given the product [C:1]([O:7][CH2:8][O:9][C:10]1[CH:15]=[C:14]([C:16]2[O:17][C:18]3[C:23]([C:24](=[O:34])[C:25]=2[OH:26])=[C:22]([OH:35])[CH:21]=[C:20]([OH:36])[CH:19]=3)[CH:13]=[CH:12][C:11]=1[OH:44])(=[O:6])[C:2]([CH3:5])([CH3:4])[CH3:3], predict the reactants needed to synthesize it. The reactants are: [C:1]([O:7][CH2:8][O:9][C:10]1[CH:15]=[C:14]([C:16]2[O:17][C:18]3[C:23]([C:24](=[O:34])[C:25]=2[O:26]CC2C=CC=CC=2)=[C:22]([OH:35])[CH:21]=[C:20]([O:36]CC2C=CC=CC=2)[CH:19]=3)[CH:13]=[CH:12][C:11]=1[O:44]CC1C=CC=CC=1)(=[O:6])[C:2]([CH3:5])([CH3:4])[CH3:3].